From a dataset of Retrosynthesis with 50K atom-mapped reactions and 10 reaction types from USPTO. Predict the reactants needed to synthesize the given product. (1) Given the product COc1ccc(CCNCCNc2cc(C)nc(Oc3c(C)cc(C)cc3C)c2C)cc1OC, predict the reactants needed to synthesize it. The reactants are: COc1ccc(CC(=O)NCCNc2cc(C)nc(Oc3c(C)cc(C)cc3C)c2C)cc1OC. (2) Given the product O=C(O)c1cccnc1, predict the reactants needed to synthesize it. The reactants are: O=C(O)c1cccnc1Cl. (3) Given the product Cc1ccc(N2CCN(C(=O)c3c(F)cc(N4CCCC4=O)cc3F)CC2)c(C)c1, predict the reactants needed to synthesize it. The reactants are: Cc1ccc(N2CCN(C(=O)c3c(F)cc(Br)cc3F)CC2)c(C)c1.O=C1CCCN1. (4) Given the product CC(=O)c1ccc(-n2ccnc2)nc1, predict the reactants needed to synthesize it. The reactants are: CC(=O)c1ccc(Br)nc1.c1c[nH]cn1. (5) The reactants are: COC(=O)c1ccc(B(O)O)cc1.COc1cc(C(F)(F)F)cc(Cl)c1C=O. Given the product COC(=O)c1ccc(-c2cc(C(F)(F)F)cc(OC)c2C=O)cc1, predict the reactants needed to synthesize it.